From a dataset of Forward reaction prediction with 1.9M reactions from USPTO patents (1976-2016). Predict the product of the given reaction. (1) Given the reactants [C:1]1([C:7]2[C:8](=O)[NH:9][C:10]3[CH:11]=[CH:12][N:13]4[C:19]([C:20]5[N:25]=[CH:24][CH:23]=[CH:22][N:21]=5)=[N:18][N:17]=[C:14]4[C:15]=3[CH:16]=2)[CH:6]=[CH:5][CH:4]=[CH:3][CH:2]=1.CN(C=O)C.O=P(Cl)(Cl)[Cl:34], predict the reaction product. The product is: [Cl:34][C:8]1[C:7]([C:1]2[CH:6]=[CH:5][CH:4]=[CH:3][CH:2]=2)=[CH:16][C:15]2[C:14]3=[N:17][N:18]=[C:19]([C:20]4[N:25]=[CH:24][CH:23]=[CH:22][N:21]=4)[N:13]3[CH:12]=[CH:11][C:10]=2[N:9]=1. (2) Given the reactants [OH:1][C:2]1[CH:3]=[C:4]([CH:18]=[CH:19][CH:20]=1)[CH2:5][CH2:6][N:7]([CH:15]([CH3:17])[CH3:16])[C:8](=[O:14])[O:9][C:10]([CH3:13])([CH3:12])[CH3:11].C(N(CC)CC)C.[Cl-].[Mg+2].[Cl-].[CH2:31]=[O:32], predict the reaction product. The product is: [CH:31]([C:20]1[CH:19]=[CH:18][C:4]([CH2:5][CH2:6][N:7]([CH:15]([CH3:16])[CH3:17])[C:8](=[O:14])[O:9][C:10]([CH3:11])([CH3:12])[CH3:13])=[CH:3][C:2]=1[OH:1])=[O:32]. (3) Given the reactants [F:1][C:2]1([F:8])[CH2:4][CH:3]1[C:5](O)=[O:6].N1(O)C2C=CC=CC=2N=N1.C(Cl)CCl.C(=O)(O)[O-].[Na+].[O:28]1[CH2:33][CH2:32][N:31]([C:34]2[CH:58]=[CH:57][C:37]3[NH:38][C:39]([C:41]4[C:49]5[C:44](=[CH:45][CH:46]=[C:47]([NH2:50])[CH:48]=5)[N:43]([CH:51]5[CH2:56][CH2:55][CH2:54][CH2:53][O:52]5)[N:42]=4)=[N:40][C:36]=3[CH:35]=2)[CH2:30][CH2:29]1, predict the reaction product. The product is: [F:1][C:2]1([F:8])[CH2:4][CH:3]1[C:5]([NH:50][C:47]1[CH:48]=[C:49]2[C:44](=[CH:45][CH:46]=1)[N:43]([CH:51]1[CH2:56][CH2:55][CH2:54][CH2:53][O:52]1)[N:42]=[C:41]2[C:39]1[NH:38][C:37]2[CH:57]=[CH:58][C:34]([N:31]3[CH2:32][CH2:33][O:28][CH2:29][CH2:30]3)=[CH:35][C:36]=2[N:40]=1)=[O:6]. (4) Given the reactants C([O-])(=O)C.[NH4+].[Br:6][C:7]1[C:15]2[C:10](=[CH:11][CH:12]=[C:13]([N+:16]([O-])=O)[CH:14]=2)[NH:9][N:8]=1.[OH-].[Na+], predict the reaction product. The product is: [NH2:16][C:13]1[CH:14]=[C:15]2[C:10](=[CH:11][CH:12]=1)[NH:9][N:8]=[C:7]2[Br:6]. (5) Given the reactants [C:1]([O:5][C:6]([NH:8][C@H:9]1[CH2:13][CH2:12][N:11]([S:14]([C:17]2[C:18]3[C:19](Br)=[CH:20][N:21]=[CH:22][C:23]=3[CH:24]=[CH:25][CH:26]=2)(=[O:16])=[O:15])[CH2:10]1)=[O:7])([CH3:4])([CH3:3])[CH3:2].[C:28]1(B(O)O)[CH:33]=[CH:32][CH:31]=[CH:30][CH:29]=1.COCCOC.C(=O)([O-])[O-].[Na+].[Na+], predict the reaction product. The product is: [C:1]([O:5][C:6]([NH:8][C@H:9]1[CH2:13][CH2:12][N:11]([S:14]([C:17]2[C:18]3[C:19]([C:28]4[CH:33]=[CH:32][CH:31]=[CH:30][CH:29]=4)=[CH:20][N:21]=[CH:22][C:23]=3[CH:24]=[CH:25][CH:26]=2)(=[O:16])=[O:15])[CH2:10]1)=[O:7])([CH3:4])([CH3:3])[CH3:2].